Dataset: Full USPTO retrosynthesis dataset with 1.9M reactions from patents (1976-2016). Task: Predict the reactants needed to synthesize the given product. (1) Given the product [C:17]([O:16][C:14]([N:6]1[CH2:7][C@H:8]([S:10]([CH3:13])(=[O:12])=[O:11])[CH2:9][C@H:5]1[C:3]([OH:4])=[O:2])=[O:15])([CH3:20])([CH3:18])[CH3:19], predict the reactants needed to synthesize it. The reactants are: C[O:2][C:3]([C@@H:5]1[CH2:9][C@@H:8]([S:10]([CH3:13])(=[O:12])=[O:11])[CH2:7][N:6]1[C:14]([O:16][C:17]([CH3:20])([CH3:19])[CH3:18])=[O:15])=[O:4].[OH-].[Li+]. (2) Given the product [F:30][C:5]1[CH:4]=[C:3]([F:31])[CH:2]=[CH:7][C:6]=1[C@:8]1([CH3:29])[CH2:13][C@H:12]([C:14]2[C:15]([CH3:20])=[N:16][O:17][C:18]=2[CH3:19])[S:11][C:10]([NH:21][C:22](=[O:28])[O:23][C:24]([CH3:26])([CH3:25])[CH3:27])=[N:9]1, predict the reactants needed to synthesize it. The reactants are: Br[C:2]1[C:3]([F:31])=[CH:4][C:5]([F:30])=[C:6]([C@:8]2([CH3:29])[CH2:13][C@H:12]([C:14]3[C:15]([CH3:20])=[N:16][O:17][C:18]=3[CH3:19])[S:11][C:10]([NH:21][C:22](=[O:28])[O:23][C:24]([CH3:27])([CH3:26])[CH3:25])=[N:9]2)[CH:7]=1.C([Li])CCC. (3) Given the product [NH2:13][C:8]([C:6]1[CH:7]=[C:2]([Br:1])[CH:3]=[CH:4][C:5]=1[F:16])([CH2:9][OH:10])[CH2:11][OH:12], predict the reactants needed to synthesize it. The reactants are: [Br:1][C:2]1[CH:3]=[CH:4][C:5]([F:16])=[C:6]([C:8]([N+:13]([O-])=O)([CH2:11][OH:12])[CH2:9][OH:10])[CH:7]=1. (4) The reactants are: [C:1]([O:5][C:6]([N:8]1[C:16]2[C:11](=[CH:12][C:13]([S:17][C:18]3[CH:23]=[CH:22][C:21]([C:24](=[O:33])[NH:25][C:26]4[CH:31]=[CH:30][C:29]([Br:32])=[CH:28][CH:27]=4)=[CH:20][C:19]=3[N+:34]([O-])=O)=[CH:14][CH:15]=2)[CH:10]=[CH:9]1)=[O:7])([CH3:4])([CH3:3])[CH3:2].[Cl-].[NH4+]. Given the product [C:1]([O:5][C:6]([N:8]1[C:16]2[C:11](=[CH:12][C:13]([S:17][C:18]3[CH:23]=[CH:22][C:21]([C:24](=[O:33])[NH:25][C:26]4[CH:27]=[CH:28][C:29]([Br:32])=[CH:30][CH:31]=4)=[CH:20][C:19]=3[NH2:34])=[CH:14][CH:15]=2)[CH:10]=[CH:9]1)=[O:7])([CH3:4])([CH3:2])[CH3:3], predict the reactants needed to synthesize it. (5) Given the product [Cl:12][CH2:7][C:6]1[N:2]([CH3:1])[N:3]=[CH:4][C:5]=1[CH3:9], predict the reactants needed to synthesize it. The reactants are: [CH3:1][N:2]1[C:6]([CH2:7]O)=[C:5]([CH3:9])[CH:4]=[N:3]1.S(Cl)([Cl:12])=O. (6) Given the product [F:1][C:2]1[CH:3]=[CH:4][C:5]([C:8]2[N:12]([CH2:13][C:14](=[O:20])[CH2:15][C:16]([F:19])([F:17])[F:18])[N:11]=[C:10]([CH3:21])[C:9]=2[C:22]2[CH:23]=[CH:24][C:25]3[O:30][CH2:29][C:28](=[O:31])[NH:27][C:26]=3[CH:32]=2)=[CH:6][CH:7]=1, predict the reactants needed to synthesize it. The reactants are: [F:1][C:2]1[CH:7]=[CH:6][C:5]([C:8]2[N:12]([CH2:13][CH:14]([OH:20])[CH2:15][C:16]([F:19])([F:18])[F:17])[N:11]=[C:10]([CH3:21])[C:9]=2[C:22]2[CH:23]=[CH:24][C:25]3[O:30][CH2:29][C:28](=[O:31])[NH:27][C:26]=3[CH:32]=2)=[CH:4][CH:3]=1.C(OI1(OC(=O)C)(OC(=O)C)C2C=CC=CC=2C(=O)O1)(=O)C. (7) Given the product [NH2:1][C:2]1[S:3][C:4]2[CH2:17][CH:16]([C:18]([O:20][CH2:21][CH3:22])=[O:19])[CH2:15][CH2:14][C:5]=2[C:6]=1[C:7]([OH:9])=[O:8], predict the reactants needed to synthesize it. The reactants are: [NH2:1][C:2]1[S:3][C:4]2[CH2:17][CH:16]([C:18]([O:20][CH2:21][CH3:22])=[O:19])[CH2:15][CH2:14][C:5]=2[C:6]=1[C:7]([O:9]C(C)(C)C)=[O:8]. (8) Given the product [CH2:59]([NH:56][C:57](=[O:58])[O:39][C@H:36]1[CH2:37][CH2:38][C@@H:33]([C:30]2[CH:31]=[CH:32][C:27]([C:23]3[N:22]=[C:21]4[N:40]([CH2:41][O:42][CH2:43][CH2:44][Si:45]([CH3:48])([CH3:47])[CH3:46])[C:18]([O:17][C@@H:16]5[CH2:15][O:14][C@@H:13]6[C@H:9]([O:8][Si:1]([C:4]([CH3:6])([CH3:7])[CH3:5])([CH3:3])[CH3:2])[CH2:10][O:11][C@H:12]56)=[N:19][C:20]4=[CH:25][C:24]=3[Cl:26])=[CH:28][CH:29]=2)[CH2:34][CH2:35]1)[CH3:60], predict the reactants needed to synthesize it. The reactants are: [Si:1]([O:8][C@H:9]1[C@H:13]2[O:14][CH2:15][C@@H:16]([O:17][C:18]3[N:40]([CH2:41][O:42][CH2:43][CH2:44][Si:45]([CH3:48])([CH3:47])[CH3:46])[C:21]4=[N:22][C:23]([C:27]5[CH:32]=[CH:31][C:30]([C@@H:33]6[CH2:38][CH2:37][C@H:36]([OH:39])[CH2:35][CH2:34]6)=[CH:29][CH:28]=5)=[C:24]([Cl:26])[CH:25]=[C:20]4[N:19]=3)[C@H:12]2[O:11][CH2:10]1)([C:4]([CH3:7])([CH3:6])[CH3:5])([CH3:3])[CH3:2].C(N(CC)CC)C.[N:56]([CH2:59][CH3:60])=[C:57]=[O:58].